This data is from Forward reaction prediction with 1.9M reactions from USPTO patents (1976-2016). The task is: Predict the product of the given reaction. (1) Given the reactants [CH2:1]([O:3][C:4](=[O:13])[CH2:5][C:6]1[CH:11]=[CH:10][C:9]([Br:12])=[CH:8][CH:7]=1)[CH3:2].[H-].[Na+].Br[CH2:17][CH2:18][CH2:19]Br, predict the reaction product. The product is: [CH2:1]([O:3][C:4]([C:5]1([C:6]2[CH:11]=[CH:10][C:9]([Br:12])=[CH:8][CH:7]=2)[CH2:19][CH2:18][CH2:17]1)=[O:13])[CH3:2].[CH2:1]([O:3][C:4](=[O:13])[CH:5]([C:6]1[CH:11]=[CH:10][C:9]([Br:12])=[CH:8][CH:7]=1)[CH2:19][CH:18]=[CH2:17])[CH3:2]. (2) Given the reactants [NH:1]1[C:9]2[C:4](=[CH:5][CH:6]=[C:7]([CH:10]=[O:11])[CH:8]=2)[CH:3]=[CH:2]1.[CH2:12](Br)[C:13]1[CH:18]=[CH:17][CH:16]=[CH:15][CH:14]=1, predict the reaction product. The product is: [CH2:12]([N:1]1[C:9]2[C:4](=[CH:5][CH:6]=[C:7]([CH:10]=[O:11])[CH:8]=2)[CH:3]=[CH:2]1)[C:13]1[CH:18]=[CH:17][CH:16]=[CH:15][CH:14]=1. (3) Given the reactants [CH2:1]1[O:4][CH:2]1[CH3:3].[SH:5][C:6]1[CH:7]=[C:8]([B:12]([OH:14])[OH:13])[CH:9]=[CH:10][CH:11]=1.[O-2].[Al+3].[O-2].[O-2].[Al+3], predict the reaction product. The product is: [OH:4][C@@H:2]([CH3:3])[CH2:1][S:5][C:6]1[CH:7]=[C:8]([B:12]([OH:14])[OH:13])[CH:9]=[CH:10][CH:11]=1. (4) Given the reactants [N:1]1([C:7]([O:9][C:10]([CH3:13])([CH3:12])[CH3:11])=[O:8])[CH2:6][CH2:5][CH2:4][CH2:3][CH2:2]1.CC(C)C[Li].[O:19]=[C:20]1[CH2:23][N:22]([C:24]([O:26][CH2:27][C:28]2[CH:33]=[CH:32][CH:31]=[CH:30][CH:29]=2)=[O:25])[CH2:21]1, predict the reaction product. The product is: [OH:19][C:20]1([CH:2]2[CH2:3][CH2:4][CH2:5][CH2:6][N:1]2[C:7]([O:9][C:10]([CH3:13])([CH3:12])[CH3:11])=[O:8])[CH2:21][N:22]([C:24]([O:26][CH2:27][C:28]2[CH:33]=[CH:32][CH:31]=[CH:30][CH:29]=2)=[O:25])[CH2:23]1. (5) Given the reactants [NH:1]1[CH:5]=[C:4]([C:6]2[N:11]=[CH:10][C:9]([C:12]([NH:14][CH:15]3[CH2:20][CH2:19][C:18](=[CH:21][C:22]4[CH:27]=[CH:26][CH:25]=[C:24]([O:28][C:29]5[CH:34]=[CH:33][C:32]([C:35]([F:38])([F:37])[F:36])=[CH:31][N:30]=5)[CH:23]=4)[CH2:17][CH2:16]3)=[O:13])=[CH:8][CH:7]=2)[CH:3]=[N:2]1.CI.[C:41](=O)([O-])[O-].[K+].[K+], predict the reaction product. The product is: [CH3:41][N:1]1[CH:5]=[C:4]([C:6]2[N:11]=[CH:10][C:9]([C:12]([NH:14][CH:15]3[CH2:16][CH2:17][C:18](=[CH:21][C:22]4[CH:27]=[CH:26][CH:25]=[C:24]([O:28][C:29]5[CH:34]=[CH:33][C:32]([C:35]([F:37])([F:38])[F:36])=[CH:31][N:30]=5)[CH:23]=4)[CH2:19][CH2:20]3)=[O:13])=[CH:8][CH:7]=2)[CH:3]=[N:2]1. (6) The product is: [C:43]([OH:48])(=[O:47])[C:44]([OH:46])=[O:45].[CH3:40][O:39][C:36]1[CH:37]=[CH:38][C:33]([CH:24]([C:25]2[CH:30]=[CH:29][C:28]([O:31][CH3:32])=[CH:27][CH:26]=2)[CH2:23][C@H:21]([NH:9][CH2:10][C@H:11]([OH:20])[CH2:12][O:13][C:14]2[CH:19]=[CH:18][CH:17]=[CH:16][CH:15]=2)[CH3:22])=[CH:34][CH:35]=1. Given the reactants Cl.C([N:9]([C@@H:21]([CH2:23][CH:24]([C:33]1[CH:38]=[CH:37][C:36]([O:39][CH3:40])=[CH:35][CH:34]=1)[C:25]1[CH:30]=[CH:29][C:28]([O:31][CH3:32])=[CH:27][CH:26]=1)[CH3:22])[CH2:10][C@H:11]([OH:20])[CH2:12][O:13][C:14]1[CH:19]=[CH:18][CH:17]=[CH:16][CH:15]=1)C1C=CC=CC=1.[H][H].[C:43]([O-:48])(=[O:47])[C:44]([O-:46])=[O:45], predict the reaction product. (7) Given the reactants [NH2:1][C:2]1[N:7]=[C:6]([CH3:8])[C:5]([Br:9])=[CH:4][CH:3]=1.[CH2:10]([O:12][C:13](=[C:17]([C:21]([O-])=O)[C:18]([O-])=[O:19])[O:14]CC)[CH3:11], predict the reaction product. The product is: [Br:9][C:5]1[CH:4]=[C:3]2[C:2](=[N:7][C:6]=1[CH3:8])[N:1]=[CH:21][C:17]([C:13]([O:12][CH2:10][CH3:11])=[O:14])=[C:18]2[OH:19]. (8) Given the reactants [Cl:1]N1C(=O)N(Cl)C(=O)N(Cl)C1=O.[CH3:13][C:14]1[N:15]=[C:16]([CH3:21])[C:17]([CH3:20])=[N:18][CH:19]=1, predict the reaction product. The product is: [Cl:1][CH2:13][C:14]1[N:15]=[C:16]([CH3:21])[C:17]([CH3:20])=[N:18][CH:19]=1. (9) Given the reactants [CH2:1]([N:8]1[CH2:13][CH2:12][CH:11]([NH:14][C:15]2[C:16]([C:21](OC)=[O:22])=[N:17][CH:18]=[CH:19][N:20]=2)[CH2:10][CH2:9]1)[C:2]1[CH:7]=[CH:6][CH:5]=[CH:4][CH:3]=1.O.[NH2:26][NH2:27], predict the reaction product. The product is: [CH2:1]([N:8]1[CH2:13][CH2:12][CH:11]([NH:14][C:15]2[C:16]([C:21]([NH:26][NH2:27])=[O:22])=[N:17][CH:18]=[CH:19][N:20]=2)[CH2:10][CH2:9]1)[C:2]1[CH:3]=[CH:4][CH:5]=[CH:6][CH:7]=1.